Task: Predict the reactants needed to synthesize the given product.. Dataset: Full USPTO retrosynthesis dataset with 1.9M reactions from patents (1976-2016) (1) Given the product [N:31]1([CH2:6][CH2:7][C:8]2[O:9][C:10]3[CH:16]=[CH:15][C:14]([C:17]4[CH:18]=[CH:19][C:20]([C:23]([N:25]5[CH2:30][CH2:29][O:28][CH2:27][CH2:26]5)=[O:24])=[CH:21][CH:22]=4)=[CH:13][C:11]=3[CH:12]=2)[CH2:36][CH2:35][CH2:34][CH2:33][CH2:32]1, predict the reactants needed to synthesize it. The reactants are: CS(O[CH2:6][CH2:7][C:8]1[O:9][C:10]2[CH:16]=[CH:15][C:14]([C:17]3[CH:22]=[CH:21][C:20]([C:23]([N:25]4[CH2:30][CH2:29][O:28][CH2:27][CH2:26]4)=[O:24])=[CH:19][CH:18]=3)=[CH:13][C:11]=2[CH:12]=1)(=O)=O.[NH:31]1[CH2:36][CH2:35][CH2:34][CH2:33][CH2:32]1. (2) Given the product [O:1]=[C:2]1[C:10](=[O:11])[C:9]2[C:4](=[CH:5][CH:6]=[C:7]([S:12][CH2:13][CH2:14][C:15]3[CH:25]=[CH:24][C:18]([C:19]([OH:21])=[O:20])=[CH:17][CH:16]=3)[CH:8]=2)[N:3]1[CH3:26], predict the reactants needed to synthesize it. The reactants are: [O:1]=[C:2]1[C:10](=[O:11])[C:9]2[C:4](=[CH:5][CH:6]=[C:7]([S:12][CH2:13][CH2:14][C:15]3[CH:25]=[CH:24][C:18]([C:19]([O:21]CC)=[O:20])=[CH:17][CH:16]=3)[CH:8]=2)[N:3]1[CH3:26].C(=O)([O-])[O-].[K+].[K+].Cl. (3) The reactants are: Br[C:2]1[CH:7]=[CH:6][C:5]([C:8]2[O:12][N:11]=[C:10]([CH3:13])[C:9]=2[C@H:14]([OH:26])[CH2:15][S:16]([CH2:19][C:20]2[CH:25]=[CH:24][CH:23]=[CH:22][CH:21]=2)(=[O:18])=[O:17])=[CH:4][CH:3]=1.[CH2:27]([O:29][C:30]([C:32]1([C:35]2[CH:40]=[CH:39][C:38](B3OC(C)(C)C(C)(C)O3)=[CH:37][CH:36]=2)[CH2:34][CH2:33]1)=[O:31])[CH3:28]. Given the product [CH2:27]([O:29][C:30]([C:32]1([C:35]2[CH:40]=[CH:39][C:38]([C:2]3[CH:7]=[CH:6][C:5]([C:8]4[O:12][N:11]=[C:10]([CH3:13])[C:9]=4[C@H:14]([OH:26])[CH2:15][S:16]([CH2:19][C:20]4[CH:21]=[CH:22][CH:23]=[CH:24][CH:25]=4)(=[O:18])=[O:17])=[CH:4][CH:3]=3)=[CH:37][CH:36]=2)[CH2:33][CH2:34]1)=[O:31])[CH3:28], predict the reactants needed to synthesize it.